From a dataset of Reaction yield outcomes from USPTO patents with 853,638 reactions. Predict the reaction yield, written as a fraction of the theoretical maximum amount of product (1.0 means a 100% yield; for example, 0.34 means a 34% yield). (1) The reactants are N[C:2]1[C:3]([CH3:12])=[C:4]([C:8]([F:11])([F:10])[F:9])[CH:5]=[CH:6][CH:7]=1.Cl.N([O-])=O.[Na+].[I-:18].[K+].[OH-].[Na+]. The catalyst is O. The product is [I:18][C:2]1[C:3]([CH3:12])=[C:4]([C:8]([F:11])([F:10])[F:9])[CH:5]=[CH:6][CH:7]=1. The yield is 0.730. (2) The reactants are Cl[C:2]1[N:7]=[C:6]2[S:8][C:9]([C:11]([NH:13][C:14]3[CH:19]=[C:18]([NH:20][C:21](=[O:33])[C:22]4[CH:27]=[CH:26][CH:25]=[C:24]([C:28]([C:31]#[N:32])([CH3:30])[CH3:29])[CH:23]=4)[CH:17]=[CH:16][C:15]=3[CH3:34])=[O:12])=[CH:10][C:5]2=[N:4][CH:3]=1.[C:35](=O)([O-])[O-].[K+].[K+].[Cl-].C[Zn+]. The catalyst is C1COCC1.C1C=CC(P(C2C=CC=CC=2)[C-]2C=CC=C2)=CC=1.C1C=CC(P(C2C=CC=CC=2)[C-]2C=CC=C2)=CC=1.Cl[Pd]Cl.[Fe+2]. The product is [C:31]([C:28]([C:24]1[CH:23]=[C:22]([CH:27]=[CH:26][CH:25]=1)[C:21]([NH:20][C:18]1[CH:17]=[CH:16][C:15]([CH3:34])=[C:14]([NH:13][C:11]([C:9]2[S:8][C:6]3=[N:7][C:2]([CH3:35])=[CH:3][N:4]=[C:5]3[CH:10]=2)=[O:12])[CH:19]=1)=[O:33])([CH3:30])[CH3:29])#[N:32]. The yield is 0.310. (3) The reactants are [C:1]1([C:7]2[N:12]=[C:11]([N:13]3[CH2:18][CH2:17][N:16](C(OC(C)(C)C)=O)[CH2:15][CH2:14]3)[CH:10]=[CH:9][CH:8]=2)[CH:6]=[CH:5][CH:4]=[CH:3][CH:2]=1.C(OCC)(=O)C.[ClH:32]. No catalyst specified. The product is [ClH:32].[ClH:32].[C:1]1([C:7]2[N:12]=[C:11]([N:13]3[CH2:18][CH2:17][NH:16][CH2:15][CH2:14]3)[CH:10]=[CH:9][CH:8]=2)[CH:2]=[CH:3][CH:4]=[CH:5][CH:6]=1. The yield is 0.810. (4) The reactants are [CH:1]([N:3]1[CH2:8][CH2:7][N:6]([CH2:9][CH2:10]O)[CH2:5][CH2:4]1)=[O:2].[SH:12][C:13]1[NH:14][C:15]2[CH:21]=[CH:20][CH:19]=[CH:18][C:16]=2[N:17]=1.C(N(CC)C(C)C)(C)C.[I-].C(C[P+](C)(C)C)#N. The catalyst is C(#N)CC.O. The product is [CH:1]([N:3]1[CH2:8][CH2:7][N:6]([CH2:9][CH2:10][S:12][C:13]2[NH:14][C:15]3[CH:21]=[CH:20][CH:19]=[CH:18][C:16]=3[N:17]=2)[CH2:5][CH2:4]1)=[O:2]. The yield is 0.860. (5) The reactants are [C:1]([O:5][C:6]([NH:8][CH2:9][C:10]1([CH2:26][CH:27]2[CH2:29][CH2:28]2)[CH2:15][CH2:14][N:13](C(OCC2C=CC=CC=2)=O)[CH2:12][CH2:11]1)=[O:7])([CH3:4])([CH3:3])[CH3:2]. The catalyst is CO.[Pd]. The product is [CH:27]1([CH2:26][C:10]2([CH2:9][NH:8][C:6](=[O:7])[O:5][C:1]([CH3:3])([CH3:2])[CH3:4])[CH2:15][CH2:14][NH:13][CH2:12][CH2:11]2)[CH2:29][CH2:28]1. The yield is 0.950. (6) The reactants are [CH3:1][C:2]1[C:3]([CH2:14][S:15]([C:17]2[NH:18][C:19]3[CH:25]=[CH:24][CH:23]=[CH:22][C:20]=3[N:21]=2)=[O:16])=[N:4][CH:5]=[CH:6][C:7]=1[O:8][CH2:9][C:10]([F:13])([F:12])[F:11].[H-].[Na+].[C:28]1([S:34]([CH2:37][CH2:38][O:39][C:40](=[O:69])[CH2:41][O:42][C:43]2[CH:48]=[CH:47][C:46]([S:49](Cl)(=[O:51])=[O:50])=[CH:45][C:44]=2[O:53][CH2:54][C:55]([O:57][CH2:58][CH2:59][S:60]([C:63]2[CH:68]=[CH:67][CH:66]=[CH:65][CH:64]=2)(=[O:62])=[O:61])=[O:56])(=[O:36])=[O:35])[CH:33]=[CH:32][CH:31]=[CH:30][CH:29]=1.O. The catalyst is C(Cl)Cl. The product is [C:28]1([S:34]([CH2:37][CH2:38][O:39][C:40](=[O:69])[CH2:41][O:42][C:43]2[CH:48]=[CH:47][C:46]([S:49]([N:21]3[C:20]4[CH:22]=[CH:23][CH:24]=[CH:25][C:19]=4[N:18]=[C:17]3[S:15]([CH2:14][C:3]3[C:2]([CH3:1])=[C:7]([O:8][CH2:9][C:10]([F:13])([F:11])[F:12])[CH:6]=[CH:5][N:4]=3)=[O:16])(=[O:50])=[O:51])=[CH:45][C:44]=2[O:53][CH2:54][C:55]([O:57][CH2:58][CH2:59][S:60]([C:63]2[CH:64]=[CH:65][CH:66]=[CH:67][CH:68]=2)(=[O:62])=[O:61])=[O:56])(=[O:36])=[O:35])[CH:33]=[CH:32][CH:31]=[CH:30][CH:29]=1. The yield is 0.780.